From a dataset of Catalyst prediction with 721,799 reactions and 888 catalyst types from USPTO. Predict which catalyst facilitates the given reaction. Product: [F:35][C:34]([F:37])([F:36])[C:38]([OH:40])=[O:39].[Cl:25][C:15]1[C:14]2[C:19](=[CH:20][C:11]([C:9]([NH:8][CH:7]([C:6]([OH:33])=[O:5])[CH2:26][C:27]3[CH:32]=[CH:31][CH:30]=[CH:29][CH:28]=3)=[O:10])=[CH:12][CH:13]=2)[C:18]([NH:21][C:22]([NH2:24])=[NH:23])=[N:17][CH:16]=1. The catalyst class is: 11. Reactant: C([O:5][C:6](=[O:33])[CH:7]([CH2:26][C:27]1[CH:32]=[CH:31][CH:30]=[CH:29][CH:28]=1)[NH:8][C:9]([C:11]1[CH:20]=[C:19]2[C:14]([C:15]([Cl:25])=[CH:16][N:17]=[C:18]2[NH:21][C:22]([NH2:24])=[NH:23])=[CH:13][CH:12]=1)=[O:10])(C)(C)C.[C:34]([C:38]([OH:40])=[O:39])([F:37])([F:36])[F:35].